Dataset: Catalyst prediction with 721,799 reactions and 888 catalyst types from USPTO. Task: Predict which catalyst facilitates the given reaction. (1) Reactant: [C:1]1(=O)[CH2:6][CH2:5][CH2:4][CH:3]=[CH:2]1.[CH3:8][N:9]1[CH2:14][CH2:13][NH:12][CH2:11][CH2:10]1.C(=O)([O-])[O-].[K+].[K+].Cl.[NH2:22][OH:23]. Product: [CH3:8][N:9]1[CH2:14][CH2:13][N:12]([CH:1]2[CH2:6][CH2:5][CH2:4][C:3](=[N:22][OH:23])[CH2:2]2)[CH2:11][CH2:10]1. The catalyst class is: 8. (2) Reactant: [NH2:1][C:2]1[CH:7]=[CH:6][CH:5]=[CH:4][C:3]=1[NH:8][C:9](=[O:41])[CH:10]=[CH:11][C:12]1[CH:17]=[CH:16][C:15]([CH2:18][N:19]([CH2:31][CH2:32][O:33][Si](C(C)(C)C)(C)C)[CH2:20][CH2:21][C:22]2[C:30]3[C:25](=[CH:26][CH:27]=[CH:28][CH:29]=3)[NH:24][CH:23]=2)=[CH:14][CH:13]=1.CCCC[N+](CCCC)(CCCC)CCCC.[F-].CO. Product: [NH2:1][C:2]1[CH:7]=[CH:6][CH:5]=[CH:4][C:3]=1[NH:8][C:9](=[O:41])[CH:10]=[CH:11][C:12]1[CH:13]=[CH:14][C:15]([CH2:18][N:19]([CH2:31][CH2:32][OH:33])[CH2:20][CH2:21][C:22]2[C:30]3[C:25](=[CH:26][CH:27]=[CH:28][CH:29]=3)[NH:24][CH:23]=2)=[CH:16][CH:17]=1. The catalyst class is: 1. (3) Reactant: [OH:1][C@H:2]([CH3:6])[C:3](N)=O.F[B-](F)(F)F.C([O+](CC)CC)C.[N:19]1([C@@H:24]2[CH2:29][CH2:28][C@H:27]([NH:30][C:31]3[C:36]([NH2:37])=[CH:35][N:34]=[C:33]4[CH:38]=[CH:39][S:40][C:32]=34)[CH2:26][CH2:25]2)[CH:23]=[N:22][CH:21]=[N:20]1. Product: [N:19]1([C@@H:24]2[CH2:29][CH2:28][C@H:27]([N:30]3[C:31]4=[C:32]5[S:40][CH:39]=[CH:38][C:33]5=[N:34][CH:35]=[C:36]4[N:37]=[C:3]3[C@H:2]([OH:1])[CH3:6])[CH2:26][CH2:25]2)[CH:23]=[N:22][CH:21]=[N:20]1. The catalyst class is: 214. (4) Reactant: Cl.Cl.[NH2:3][C@@H:4]1[CH2:9][CH2:8][CH2:7][NH:6][CH2:5]1.[Cl:10][C:11]1[N:12]=[C:13](Cl)[C:14]2[CH2:19][CH2:18][CH2:17][C:15]=2[N:16]=1.C(N(C(C)C)CC)(C)C.[C:30](O[C:30]([O:32][C:33]([CH3:36])([CH3:35])[CH3:34])=[O:31])([O:32][C:33]([CH3:36])([CH3:35])[CH3:34])=[O:31]. Product: [Cl:10][C:11]1[N:12]=[C:13]([N:6]2[CH2:7][CH2:8][CH2:9][C@@H:4]([NH:3][C:30](=[O:31])[O:32][C:33]([CH3:36])([CH3:35])[CH3:34])[CH2:5]2)[C:14]2[CH2:19][CH2:18][CH2:17][C:15]=2[N:16]=1. The catalyst class is: 8. (5) Product: [O:27]1[C:23]2[CH:22]=[CH:21][C:20]([C:18](=[O:19])[CH2:17][CH2:16][C:15]([NH:14][C:4]3[CH:3]=[C:2]([C:63]4[CH:64]=[CH:65][CH:66]=[CH:67][C:62]=4[OH:61])[CH:7]=[C:6]([C:8]4[CH:13]=[CH:12][CH:11]=[CH:10][CH:9]=4)[N:5]=3)=[O:29])=[CH:28][C:24]=2[CH2:25][CH2:26]1. Reactant: Cl[C:2]1[CH:7]=[C:6]([C:8]2[CH:13]=[CH:12][CH:11]=[CH:10][CH:9]=2)[N:5]=[C:4]([NH:14][C:15](=[O:29])[CH2:16][CH2:17][C:18]([C:20]2[CH:21]=[CH:22][C:23]3[O:27][CH2:26][CH2:25][C:24]=3[CH:28]=2)=[O:19])[CH:3]=1.C1(C2C=CC=CC=2)C=CC=CC=1P(C1CCCCC1)C1CCCCC1.C(=O)([O-])[O-].[K+].[K+].[OH:61][C:62]1[CH:67]=[CH:66][CH:65]=[CH:64][C:63]=1B(O)O. The catalyst class is: 110.